From a dataset of Catalyst prediction with 721,799 reactions and 888 catalyst types from USPTO. Predict which catalyst facilitates the given reaction. (1) Reactant: [Br:1][C:2]1[CH:25]=[N:24][C:5]2=[N:6][C:7]([N:11]3[CH2:14][CH:13]([N:15]([CH3:23])[C:16](=[O:22])[O:17][C:18]([CH3:21])([CH3:20])[CH3:19])[CH2:12]3)=[C:8](Cl)[N:9]=[C:4]2[CH:3]=1.[NH2:26][C@H:27]([CH3:30])[CH2:28][OH:29]. Product: [Br:1][C:2]1[CH:25]=[N:24][C:5]2=[N:6][C:7]([N:11]3[CH2:14][CH:13]([N:15]([CH3:23])[C:16](=[O:22])[O:17][C:18]([CH3:21])([CH3:20])[CH3:19])[CH2:12]3)=[C:8]([NH:26][C@H:27]([CH3:30])[CH2:28][OH:29])[N:9]=[C:4]2[CH:3]=1. The catalyst class is: 14. (2) Reactant: [OH:1][C:2]1[CH:3]=[CH:4][C:5]([C:8]2[S:9][C:10]([C:13]([O:15][CH3:16])=[O:14])=[CH:11][N:12]=2)=[N:6][CH:7]=1.O[C@H:18]1[CH2:22][CH2:21][NH:20][C:19]1=[O:23].C1C=CC(P(C2C=CC=CC=2)C2C=CC=CC=2)=CC=1.CCOC(/N=N/C(OCC)=O)=O. Product: [O:23]=[C:19]1[C@H:18]([O:1][C:2]2[CH:3]=[CH:4][C:5]([C:8]3[S:9][C:10]([C:13]([O:15][CH3:16])=[O:14])=[CH:11][N:12]=3)=[N:6][CH:7]=2)[CH2:22][CH2:21][NH:20]1. The catalyst class is: 476. (3) Reactant: [F:1][C:2]1[CH:10]=[CH:9][CH:8]=[C:7]2[C:3]=1[CH:4]=[C:5]([C:11]([O:13][CH3:14])=[O:12])[NH:6]2.[H-].[Na+].I[CH3:18].O. Product: [F:1][C:2]1[CH:10]=[CH:9][CH:8]=[C:7]2[C:3]=1[CH:4]=[C:5]([C:11]([O:13][CH3:14])=[O:12])[N:6]2[CH3:18]. The catalyst class is: 9. (4) Reactant: C1N=CN([C:6](N2C=NC=C2)=[O:7])C=1.[NH2:13][C:14]1[C:19]([F:20])=[CH:18][CH:17]=[CH:16][C:15]=1[CH2:21][CH2:22][NH:23][CH:24]1[CH2:29][CH2:28][N:27]([CH2:30][C:31]2[CH:36]=[CH:35][CH:34]=[CH:33][CH:32]=2)[CH2:26][CH2:25]1. Product: [CH2:30]([N:27]1[CH2:28][CH2:29][CH:24]([N:23]2[CH2:22][CH2:21][C:15]3[CH:16]=[CH:17][CH:18]=[C:19]([F:20])[C:14]=3[NH:13][C:6]2=[O:7])[CH2:25][CH2:26]1)[C:31]1[CH:32]=[CH:33][CH:34]=[CH:35][CH:36]=1. The catalyst class is: 3. (5) Reactant: [Cl:1][C:2]1[CH2:6][CH:5](C#N)[N:4]([C:9]2[CH:10]=[N:11][CH:12]=[CH:13][CH:14]=2)[N:3]=1.N12CCCN=C1CCCCC2. Product: [Cl:1][C:2]1[CH:6]=[CH:5][N:4]([C:9]2[CH:10]=[N:11][CH:12]=[CH:13][CH:14]=2)[N:3]=1. The catalyst class is: 9. (6) Reactant: [CH3:1][N:2]1[C@@H:7]2[CH2:8][C:9]3[CH:14]=[CH:13][C:12]([O:15][CH3:16])=[C:11]4[O:17][C@H:18]5[C:19]([O:22]C)=[CH:20][CH2:21][C@@H:6]2[C@:5]5([C:10]=34)[CH2:4][CH2:3]1.Cl.[OH-].[NH4+].C. Product: [CH3:1][N:2]1[C@@H:7]2[CH2:8][C:9]3[CH:14]=[CH:13][C:12]([O:15][CH3:16])=[C:11]4[O:17][C@H:18]5[C:19]([CH2:20][CH2:21][C@@H:6]2[C@:5]5([C:10]=34)[CH2:4][CH2:3]1)=[O:22]. The catalyst class is: 138. (7) Reactant: [F:1][C:2]1[CH:7]=[C:6]([F:8])[CH:5]=[CH:4][C:3]=1[CH:9]([C:20]1[CH:28]=[CH:27][C:23]([C:24](O)=[O:25])=[CH:22][CH:21]=1)[CH2:10][C:11]([C:13]1[CH:18]=[CH:17][N:16]=[C:15]([CH3:19])[CH:14]=1)=[O:12].F[P-](F)(F)(F)(F)F.N1(OC(N(C)C)=[N+](C)C)C2[N:41]=[CH:42][CH:43]=[CH:44]C=2N=N1.C1(N)CC1.C(=O)([O-])O.[Na+]. Product: [CH:42]1([NH:41][C:24](=[O:25])[C:23]2[CH:22]=[CH:21][C:20]([CH:9]([C:3]3[CH:4]=[CH:5][C:6]([F:8])=[CH:7][C:2]=3[F:1])[CH2:10][C:11]([C:13]3[CH:18]=[CH:17][N:16]=[C:15]([CH3:19])[CH:14]=3)=[O:12])=[CH:28][CH:27]=2)[CH2:44][CH2:43]1. The catalyst class is: 236.